Dataset: Experimentally validated miRNA-target interactions with 360,000+ pairs, plus equal number of negative samples. Task: Binary Classification. Given a miRNA mature sequence and a target amino acid sequence, predict their likelihood of interaction. The miRNA is mmu-miR-3082-3p with sequence CACAUGGCACUCAACUCUGCAG. The protein sequence of the target gene is MSKKPPNRPGITFEIGARLEALDYLQKWYPSRIEKIDYEEGKMLVHFERWSHRYDEWIYWDSNRLRPLERPALRKEGLKDEEDFFDFKAGEEVLARWTDCRYYPAKIEAINKEGTFTVQFYDGVIRCLKRMHIKAMPEDAKGQVKSQHPLSWCCPIDPAGSCNQSMGSEDWIALVKAAAAAAAKNKTGSKPRTSANSNKDKDKDERKWFKVPSKKEETSTCIATPDVEKKEDLPTSSETFGLHVENVPKMVFPQPESTLSNKRKNNQGNSFQAKRARLNKITGLLASKAVGVDGAEKKED.... Result: 0 (no interaction).